Predict the product of the given reaction. From a dataset of Forward reaction prediction with 1.9M reactions from USPTO patents (1976-2016). Given the reactants [Si]([O:8]/[N:9]=[C:10]1\[CH2:11][CH2:12][C:13]2[C:18]\1=[CH:17][CH:16]=[C:15]([NH:19][C:20]1[C:28]3[C:23](=[CH:24][N:25]=[CH:26][CH:27]=3)[S:22][C:21]=1[C:29](=[O:33])[CH2:30][CH2:31][CH3:32])[CH:14]=2)(C(C)(C)C)(C)C.CCCC[N+](CCCC)(CCCC)CCCC.[F-], predict the reaction product. The product is: [OH:8]/[N:9]=[C:10]1\[CH2:11][CH2:12][C:13]2[C:18]\1=[CH:17][CH:16]=[C:15]([NH:19][C:20]1[C:28]3[C:23](=[CH:24][N:25]=[CH:26][CH:27]=3)[S:22][C:21]=1[C:29](=[O:33])[CH2:30][CH2:31][CH3:32])[CH:14]=2.